Task: Predict the product of the given reaction.. Dataset: Forward reaction prediction with 1.9M reactions from USPTO patents (1976-2016) (1) Given the reactants [C:1]([O-:4])(=[O:3])C.[O:5]=[C:6]1[C@@H:9]([NH3+:10])[CH2:8][NH:7]1.[CH3:11]CN(C(C)C)C(C)C.[CH:20]1([C:26]2[CH:31]=[CH:30][CH:29]=[CH:28][C:27]=2C2C=CN(C([O-])=O)C(=O)C=2C)[CH2:25][CH2:24][CH2:23][CH2:22][CH2:21]1, predict the reaction product. The product is: [CH:26]1([C:20]2[CH:21]=[CH:22][CH:23]=[CH:24][C:25]=2[O:4][C:1](=[O:3])[N:10]([CH3:11])[C@H:9]2[CH2:8][NH:7][C:6]2=[O:5])[CH2:27][CH2:28][CH2:29][CH2:30][CH2:31]1. (2) Given the reactants Cl[C:2]1[N:7]=[C:6]([CH3:8])[N:5]=[C:4]([C@@H:9]2[CH2:11][C@H:10]2[C:12]2[N:16]([CH3:17])[C:15]3[CH:18]=[CH:19][CH:20]=[CH:21][C:14]=3[N:13]=2)[CH:3]=1.O.[NH2:23][NH2:24], predict the reaction product. The product is: [NH:23]([C:2]1[N:7]=[C:6]([CH3:8])[N:5]=[C:4]([C@@H:9]2[CH2:11][C@H:10]2[C:12]2[N:16]([CH3:17])[C:15]3[CH:18]=[CH:19][CH:20]=[CH:21][C:14]=3[N:13]=2)[CH:3]=1)[NH2:24].